From a dataset of Full USPTO retrosynthesis dataset with 1.9M reactions from patents (1976-2016). Predict the reactants needed to synthesize the given product. (1) Given the product [OH:13][C:12]1[CH:4]=[CH:5][CH:6]=[CH:7][C:8]=1[CH:3]([C:2]([F:11])([F:10])[F:1])[N:16]([CH3:17])[CH3:15], predict the reactants needed to synthesize it. The reactants are: [F:1][C:2]([F:11])([F:10])[C:3]1[CH:4]=[C:5](O)[CH:6]=[CH:7][CH:8]=1.[CH2:12]=[O:13].O.[CH3:15][NH:16][CH3:17]. (2) Given the product [CH2:22]([O:29][C:30]1[CH:35]=[CH:34][N:33]([C:2]2[CH:3]=[CH:4][C:5]3[S:13][C:12]4[CH2:11][CH2:10][N:9]([C:14]([O:16][C:17]([CH3:20])([CH3:19])[CH3:18])=[O:15])[CH2:8][C:7]=4[C:6]=3[CH:21]=2)[C:32](=[O:36])[CH:31]=1)[C:23]1[CH:24]=[CH:25][CH:26]=[CH:27][CH:28]=1, predict the reactants needed to synthesize it. The reactants are: Br[C:2]1[CH:3]=[CH:4][C:5]2[S:13][C:12]3[CH2:11][CH2:10][N:9]([C:14]([O:16][C:17]([CH3:20])([CH3:19])[CH3:18])=[O:15])[CH2:8][C:7]=3[C:6]=2[CH:21]=1.[CH2:22]([O:29][C:30]1[CH:35]=[CH:34][NH:33][C:32](=[O:36])[CH:31]=1)[C:23]1[CH:28]=[CH:27][CH:26]=[CH:25][CH:24]=1. (3) Given the product [F:1][C:2]1[CH:7]=[CH:6][C:5]([CH:8]2[CH2:13][CH:12]([O:14][CH3:15])[CH2:11][CH2:10][NH:9]2)=[CH:4][CH:3]=1, predict the reactants needed to synthesize it. The reactants are: [F:1][C:2]1[CH:7]=[CH:6][C:5]([CH:8]2[CH2:13][CH:12]([O:14][CH3:15])[CH2:11][CH2:10][N:9]2C(OC2C=CC=CC=2)=O)=[CH:4][CH:3]=1.[OH-].[K+]. (4) Given the product [CH:1]([N:4]1[C:12]2[CH2:11][CH2:10][NH:9][CH2:8][C:7]=2[C:6]([C:20]([O:22][CH2:23][CH3:24])=[O:21])=[N:5]1)([CH3:3])[CH3:2], predict the reactants needed to synthesize it. The reactants are: [CH:1]([N:4]1[C:12]2[CH2:11][CH2:10][N:9](C(OC(C)(C)C)=O)[CH2:8][C:7]=2[C:6]([C:20]([O:22][CH2:23][CH3:24])=[O:21])=[N:5]1)([CH3:3])[CH3:2].Cl. (5) The reactants are: [CH2:1]([N:8]1[CH2:13][CH2:12][C:11]2([C:21]3[C:16](=[CH:17][CH:18]=[CH:19][C:20]=3[CH2:22][NH:23]C(OC(C)(C)C)=O)[N:15](C(OC(C)(C)C)=O)[CH2:14]2)[CH2:10][CH2:9]1)[C:2]1[CH:7]=[CH:6][CH:5]=[CH:4][CH:3]=1.[Cl:38]N1C(=O)CCC1=O. Given the product [CH2:1]([N:8]1[CH2:13][CH2:12][C:11]2([C:21]3[C:16](=[CH:17][CH:18]=[C:19]([Cl:38])[C:20]=3[CH2:22][NH2:23])[NH:15][CH2:14]2)[CH2:10][CH2:9]1)[C:2]1[CH:7]=[CH:6][CH:5]=[CH:4][CH:3]=1, predict the reactants needed to synthesize it. (6) The reactants are: [Si]([O:8][CH2:9][C@@H:10]1[C@@H:14]([O:15][Si:16]([CH:23]([CH3:25])[CH3:24])([CH:20]([CH3:22])[CH3:21])[CH:17]([CH3:19])[CH3:18])[CH2:13][C@H:12]([NH:26][C:27]2[C:32]([C:33]([C:35]3[S:36][CH:37]=[C:38]([CH2:40][CH2:41][C:42]4[CH:47]=[CH:46][CH:45]=[CH:44][CH:43]=4)[CH:39]=3)=[O:34])=[CH:31][N:30]=[CH:29][N:28]=2)[CH2:11]1)(C(C)(C)C)(C)C.Cl. Given the product [OH:8][CH2:9][C@@H:10]1[C@@H:14]([O:15][Si:16]([CH:20]([CH3:21])[CH3:22])([CH:23]([CH3:24])[CH3:25])[CH:17]([CH3:19])[CH3:18])[CH2:13][C@H:12]([NH:26][C:27]2[C:32]([C:33]([C:35]3[S:36][CH:37]=[C:38]([CH2:40][CH2:41][C:42]4[CH:43]=[CH:44][CH:45]=[CH:46][CH:47]=4)[CH:39]=3)=[O:34])=[CH:31][N:30]=[CH:29][N:28]=2)[CH2:11]1, predict the reactants needed to synthesize it. (7) Given the product [Br:1][C:2]1[CH:22]=[C:5]2[S:6][CH:7]=[C:8]([C:9]3[C:10]([O:20][CH3:21])=[CH:11][C:12]([CH2:17][O:18][CH3:19])=[CH:13][C:14]=3[O:15][CH3:16])[N:4]2[N:3]=1, predict the reactants needed to synthesize it. The reactants are: [Br:1][C:2]1[C:22](C(O)=O)=[C:5]2[S:6][CH:7]=[C:8]([C:9]3[C:14]([O:15][CH3:16])=[CH:13][C:12]([CH2:17][O:18][CH3:19])=[CH:11][C:10]=3[O:20][CH3:21])[N:4]2[N:3]=1.Cl.